From a dataset of NCI-60 drug combinations with 297,098 pairs across 59 cell lines. Regression. Given two drug SMILES strings and cell line genomic features, predict the synergy score measuring deviation from expected non-interaction effect. (1) Drug 1: C1C(C(OC1N2C=C(C(=O)NC2=O)F)CO)O. Drug 2: C1=NC2=C(N=C(N=C2N1C3C(C(C(O3)CO)O)O)F)N. Cell line: HCT-15. Synergy scores: CSS=27.1, Synergy_ZIP=3.29, Synergy_Bliss=1.47, Synergy_Loewe=0.318, Synergy_HSA=2.48. (2) Drug 1: C1=NC2=C(N1)C(=S)N=CN2. Drug 2: COCCOC1=C(C=C2C(=C1)C(=NC=N2)NC3=CC=CC(=C3)C#C)OCCOC.Cl. Cell line: 786-0. Synergy scores: CSS=43.4, Synergy_ZIP=-1.42, Synergy_Bliss=1.04, Synergy_Loewe=-22.7, Synergy_HSA=0.519. (3) Drug 1: CC1C(C(=O)NC(C(=O)N2CCCC2C(=O)N(CC(=O)N(C(C(=O)O1)C(C)C)C)C)C(C)C)NC(=O)C3=C4C(=C(C=C3)C)OC5=C(C(=O)C(=C(C5=N4)C(=O)NC6C(OC(=O)C(N(C(=O)CN(C(=O)C7CCCN7C(=O)C(NC6=O)C(C)C)C)C)C(C)C)C)N)C. Drug 2: C1=NC2=C(N=C(N=C2N1C3C(C(C(O3)CO)O)O)F)N. Cell line: U251. Synergy scores: CSS=34.8, Synergy_ZIP=1.64, Synergy_Bliss=5.73, Synergy_Loewe=-18.9, Synergy_HSA=-1.56. (4) Drug 1: CC1=C2C(C(=O)C3(C(CC4C(C3C(C(C2(C)C)(CC1OC(=O)C(C(C5=CC=CC=C5)NC(=O)C6=CC=CC=C6)O)O)OC(=O)C7=CC=CC=C7)(CO4)OC(=O)C)O)C)OC(=O)C. Drug 2: C1=CN(C=N1)CC(O)(P(=O)(O)O)P(=O)(O)O. Cell line: SK-MEL-5. Synergy scores: CSS=27.9, Synergy_ZIP=-5.52, Synergy_Bliss=-3.92, Synergy_Loewe=-32.8, Synergy_HSA=-6.45. (5) Drug 1: CCN(CC)CCCC(C)NC1=C2C=C(C=CC2=NC3=C1C=CC(=C3)Cl)OC. Drug 2: CC1=C(C(=O)C2=C(C1=O)N3CC4C(C3(C2COC(=O)N)OC)N4)N. Cell line: RXF 393. Synergy scores: CSS=12.2, Synergy_ZIP=-3.46, Synergy_Bliss=-1.63, Synergy_Loewe=-1.52, Synergy_HSA=-1.20. (6) Drug 1: C1=CC(=C2C(=C1NCCNCCO)C(=O)C3=C(C=CC(=C3C2=O)O)O)NCCNCCO. Drug 2: C1=NC2=C(N1)C(=S)N=CN2. Cell line: K-562. Synergy scores: CSS=61.8, Synergy_ZIP=1.57, Synergy_Bliss=-2.60, Synergy_Loewe=-8.62, Synergy_HSA=0.292.